From a dataset of TCR-epitope binding with 47,182 pairs between 192 epitopes and 23,139 TCRs. Binary Classification. Given a T-cell receptor sequence (or CDR3 region) and an epitope sequence, predict whether binding occurs between them. (1) The epitope is LLWNGPMAV. The TCR CDR3 sequence is CASSTRGLRSGNTIYF. Result: 1 (the TCR binds to the epitope). (2) The epitope is KEIDRLNEV. Result: 0 (the TCR does not bind to the epitope). The TCR CDR3 sequence is CASSQGTRWGEQFF. (3) The epitope is AVFDRKSDAK. The TCR CDR3 sequence is CASMGTGFDGYTF. Result: 1 (the TCR binds to the epitope). (4) The TCR CDR3 sequence is CASSSSGGASYEQYF. Result: 1 (the TCR binds to the epitope). The epitope is PKYVKQNTLKLAT. (5) The epitope is LEPLVDLPI. The TCR CDR3 sequence is CASSQDLAGGRNEQFF. Result: 0 (the TCR does not bind to the epitope). (6) The epitope is FPPTSFGPL. The TCR CDR3 sequence is CASSLSGFETDTQYF. Result: 1 (the TCR binds to the epitope). (7) The epitope is KAFSPEVIPMF. The TCR CDR3 sequence is CATGPGAREQYF. Result: 1 (the TCR binds to the epitope). (8) The epitope is KTWGQYWQV. The TCR CDR3 sequence is CASSLGLEGTNQPQHF. Result: 1 (the TCR binds to the epitope).